This data is from CYP2C19 inhibition data for predicting drug metabolism from PubChem BioAssay. The task is: Regression/Classification. Given a drug SMILES string, predict its absorption, distribution, metabolism, or excretion properties. Task type varies by dataset: regression for continuous measurements (e.g., permeability, clearance, half-life) or binary classification for categorical outcomes (e.g., BBB penetration, CYP inhibition). Dataset: cyp2c19_veith. (1) The drug is CC1(C)SC(=S)N(Cc2ccc3c(c2)OCO3)C1N(O)C(=O)NC1CCCCC1. The result is 1 (inhibitor). (2) The drug is Cc1ccc(N2CCN(C(=O)c3ccccc3NC(=O)/C=C\C(=O)O)CC2)cc1. The result is 1 (inhibitor). (3) The compound is COc1ccc(-c2nnn(CC(=O)N(CC(=O)NCCC(C)C)Cc3cccs3)n2)cc1OC. The result is 1 (inhibitor). (4) The molecule is O=C1c2cccnc2C(O)N1C1CCCCC1. The result is 0 (non-inhibitor). (5) The compound is O=C(CCn1nc(-c2ccc(Cl)cc2)ccc1=O)NCc1ccccn1. The result is 0 (non-inhibitor). (6) The compound is C/C(=N/NC(=O)c1cccs1)c1ccc(NC(=O)COc2ccc(Cl)cc2Cl)cc1. The result is 1 (inhibitor). (7) The compound is CS(=O)(=O)N1CCC2(CCN(c3ccncc3)CC2)CC1. The result is 1 (inhibitor). (8) The compound is CCOC(=O)NNc1nncc2ccccc12. The result is 0 (non-inhibitor). (9) The molecule is COCCNC(=O)CCCCCn1c(=S)[nH]c2ccccc2c1=O. The result is 1 (inhibitor). (10) The molecule is N#Cc1c(Cl)nc(SCc2ccccc2)nc1-c1ccccc1. The result is 1 (inhibitor).